From a dataset of Full USPTO retrosynthesis dataset with 1.9M reactions from patents (1976-2016). Predict the reactants needed to synthesize the given product. Given the product [CH2:18]([O:17][C:7]1[C:8]2[NH:9][C:10](=[O:16])[C:11]([CH3:15])([CH3:14])[O:12][C:13]=2[C:4]([C:1](=[O:3])[CH:2]([O:30][CH2:31][CH3:32])[OH:29])=[CH:5][CH:6]=1)[C:19]1[CH:20]=[CH:21][CH:22]=[CH:23][CH:24]=1, predict the reactants needed to synthesize it. The reactants are: [C:1]([C:4]1[C:13]2[O:12][C:11]([CH3:15])([CH3:14])[C:10](=[O:16])[NH:9][C:8]=2[C:7]([O:17][CH2:18][C:19]2[CH:24]=[CH:23][CH:22]=[CH:21][CH:20]=2)=[CH:6][CH:5]=1)(=[O:3])[CH3:2].[Se](=O)=O.C.[OH2:29].[O:30]1CCO[CH2:32][CH2:31]1.